Dataset: NCI-60 drug combinations with 297,098 pairs across 59 cell lines. Task: Regression. Given two drug SMILES strings and cell line genomic features, predict the synergy score measuring deviation from expected non-interaction effect. (1) Drug 1: C1CC(C1)(C(=O)O)C(=O)O.[NH2-].[NH2-].[Pt+2]. Drug 2: C1=CC=C(C(=C1)C(C2=CC=C(C=C2)Cl)C(Cl)Cl)Cl. Cell line: PC-3. Synergy scores: CSS=9.23, Synergy_ZIP=-2.63, Synergy_Bliss=-1.17, Synergy_Loewe=-7.19, Synergy_HSA=-2.88. (2) Drug 1: CCCS(=O)(=O)NC1=C(C(=C(C=C1)F)C(=O)C2=CNC3=C2C=C(C=N3)C4=CC=C(C=C4)Cl)F. Drug 2: CCCCC(=O)OCC(=O)C1(CC(C2=C(C1)C(=C3C(=C2O)C(=O)C4=C(C3=O)C=CC=C4OC)O)OC5CC(C(C(O5)C)O)NC(=O)C(F)(F)F)O. Cell line: CCRF-CEM. Synergy scores: CSS=3.25, Synergy_ZIP=0.531, Synergy_Bliss=4.61, Synergy_Loewe=2.29, Synergy_HSA=1.96. (3) Drug 1: CS(=O)(=O)C1=CC(=C(C=C1)C(=O)NC2=CC(=C(C=C2)Cl)C3=CC=CC=N3)Cl. Drug 2: C#CCC(CC1=CN=C2C(=N1)C(=NC(=N2)N)N)C3=CC=C(C=C3)C(=O)NC(CCC(=O)O)C(=O)O. Cell line: SK-OV-3. Synergy scores: CSS=2.37, Synergy_ZIP=-1.43, Synergy_Bliss=0.731, Synergy_Loewe=-3.97, Synergy_HSA=-0.319. (4) Drug 1: CNC(=O)C1=NC=CC(=C1)OC2=CC=C(C=C2)NC(=O)NC3=CC(=C(C=C3)Cl)C(F)(F)F. Drug 2: C1CC(=O)NC(=O)C1N2C(=O)C3=CC=CC=C3C2=O. Cell line: LOX IMVI. Synergy scores: CSS=4.29, Synergy_ZIP=-2.22, Synergy_Bliss=-9.11, Synergy_Loewe=-4.92, Synergy_HSA=-11.5. (5) Drug 1: CCC1=CC2CC(C3=C(CN(C2)C1)C4=CC=CC=C4N3)(C5=C(C=C6C(=C5)C78CCN9C7C(C=CC9)(C(C(C8N6C)(C(=O)OC)O)OC(=O)C)CC)OC)C(=O)OC.C(C(C(=O)O)O)(C(=O)O)O. Drug 2: C1=NC2=C(N1)C(=S)N=C(N2)N. Cell line: MDA-MB-231. Synergy scores: CSS=37.2, Synergy_ZIP=-12.4, Synergy_Bliss=-4.51, Synergy_Loewe=-0.627, Synergy_HSA=0.193. (6) Drug 1: CC=C1C(=O)NC(C(=O)OC2CC(=O)NC(C(=O)NC(CSSCCC=C2)C(=O)N1)C(C)C)C(C)C. Drug 2: CC1=C(C(=CC=C1)Cl)NC(=O)C2=CN=C(S2)NC3=CC(=NC(=N3)C)N4CCN(CC4)CCO. Cell line: HT29. Synergy scores: CSS=20.7, Synergy_ZIP=-0.399, Synergy_Bliss=3.06, Synergy_Loewe=3.29, Synergy_HSA=2.43. (7) Drug 1: CNC(=O)C1=NC=CC(=C1)OC2=CC=C(C=C2)NC(=O)NC3=CC(=C(C=C3)Cl)C(F)(F)F. Drug 2: C1C(C(OC1N2C=NC3=C2NC=NCC3O)CO)O. Cell line: U251. Synergy scores: CSS=-1.37, Synergy_ZIP=3.47, Synergy_Bliss=3.30, Synergy_Loewe=-0.653, Synergy_HSA=-1.33. (8) Drug 1: C1=CN(C(=O)N=C1N)C2C(C(C(O2)CO)O)O.Cl. Drug 2: COC1=NC(=NC2=C1N=CN2C3C(C(C(O3)CO)O)O)N. Cell line: NCI-H322M. Synergy scores: CSS=-7.62, Synergy_ZIP=2.43, Synergy_Bliss=-2.73, Synergy_Loewe=-8.15, Synergy_HSA=-8.15.